From a dataset of Forward reaction prediction with 1.9M reactions from USPTO patents (1976-2016). Predict the product of the given reaction. (1) Given the reactants [C:1]([O:5][C:6](=[O:15])[C:7]1[CH:12]=[CH:11][C:10](Br)=[CH:9][C:8]=1[CH3:14])([CH3:4])([CH3:3])[CH3:2].[Li]CCCC.[Cl:21][C:22]1[CH:23]=[C:24]([C:29]2([C:35]([F:38])([F:37])[F:36])[O:33][CH2:32][C:31](=[O:34])[CH2:30]2)[CH:25]=[C:26]([Cl:28])[CH:27]=1, predict the reaction product. The product is: [C:1]([O:5][C:6](=[O:15])[C:7]1[CH:12]=[CH:11][C:10]([C:31]2([OH:34])[CH2:30][C:29]([C:24]3[CH:25]=[C:26]([Cl:28])[CH:27]=[C:22]([Cl:21])[CH:23]=3)([C:35]([F:37])([F:36])[F:38])[O:33][CH2:32]2)=[CH:9][C:8]=1[CH3:14])([CH3:4])([CH3:3])[CH3:2]. (2) Given the reactants [C:1]([O:12][CH3:13])(=[O:11])[C:2]1[CH:10]=[CH:9][C:7]([OH:8])=[C:4]([O:5][CH3:6])[CH:3]=1.C([O-])([O-])=O.[Cs+].[Cs+].[Cl:20][CH2:21][CH2:22][CH2:23]Br, predict the reaction product. The product is: [Cl:20][CH2:21][CH2:22][CH2:23][O:8][C:7]1[CH:9]=[CH:10][C:2]([C:1]([O:12][CH3:13])=[O:11])=[CH:3][C:4]=1[O:5][CH3:6]. (3) Given the reactants [NH2:1][CH:2]([CH2:10][C:11]1[N:12]=[CH:13][S:14][CH:15]=1)[C:3]([O:5][C:6]([CH3:9])([CH3:8])[CH3:7])=[O:4].[S:16]1[CH:20]=[CH:19][N:18]=[C:17]1[CH:21]=O.S([O-])([O-])(=O)=O.[Mg+2], predict the reaction product. The product is: [S:16]1[CH:20]=[CH:19][N:18]=[C:17]1[CH:21]=[N:1][CH:2]([CH2:10][C:11]1[N:12]=[CH:13][S:14][CH:15]=1)[C:3]([O:5][C:6]([CH3:9])([CH3:8])[CH3:7])=[O:4]. (4) Given the reactants [C:1]([O:5][C:6]([NH:8][C@@H:9]([CH2:14][C:15]1[CH:20]=[CH:19][C:18](OS(C(F)(F)C(F)(F)C(F)(F)C(F)(F)F)(=O)=O)=[CH:17][CH:16]=1)[C:10]([O:12][CH3:13])=[O:11])=[O:7])([CH3:4])([CH3:3])[CH3:2].[B:38]1([C:47]2[CH:52]=[CH:51][C:50](B3OC(C)(C)C(C)(C)O3)=[CH:49][CH:48]=2)[O:42][C:41]([CH3:44])([CH3:43])[C:40]([CH3:46])([CH3:45])[O:39]1.C1(P(C2CCCCC2)C2C=CC=CC=2C2C(OC)=CC=CC=2OC)CCCCC1.P([O-])([O-])([O-])=O.[K+].[K+].[K+], predict the reaction product. The product is: [C:1]([O:5][C:6]([NH:8][C@@H:9]([CH2:14][C:15]1[CH:16]=[CH:17][C:18]([C:50]2[CH:51]=[CH:52][C:47]([B:38]3[O:42][C:41]([CH3:44])([CH3:43])[C:40]([CH3:46])([CH3:45])[O:39]3)=[CH:48][CH:49]=2)=[CH:19][CH:20]=1)[C:10]([O:12][CH3:13])=[O:11])=[O:7])([CH3:2])([CH3:3])[CH3:4]. (5) Given the reactants [O:1]1[C:5]2[CH:6]=[CH:7][C:8]([C:10]([OH:12])=O)=[CH:9][C:4]=2[O:3][CH2:2]1.[NH2:13][CH2:14][CH2:15][CH2:16][CH2:17][OH:18], predict the reaction product. The product is: [OH:18][CH2:17][CH2:16][CH2:15][CH2:14][NH:13][C:10]([C:8]1[CH:7]=[CH:6][C:5]2[O:1][CH2:2][O:3][C:4]=2[CH:9]=1)=[O:12]. (6) Given the reactants [CH3:1][C:2]1[CH:3]=[CH:4][C:5](=O)[NH:6][C:7]=1[CH3:8].CN(C)C1C=CC=CC=1.O=P(Cl)(Cl)[Cl:21], predict the reaction product. The product is: [Cl:21][C:5]1[N:6]=[C:7]([CH3:8])[C:2]([CH3:1])=[CH:3][CH:4]=1.